From a dataset of Peptide-MHC class I binding affinity with 185,985 pairs from IEDB/IMGT. Regression. Given a peptide amino acid sequence and an MHC pseudo amino acid sequence, predict their binding affinity value. This is MHC class I binding data. The MHC is HLA-A30:01 with pseudo-sequence HLA-A30:01. The binding affinity (normalized) is 0.643. The peptide sequence is KTMAMALSI.